This data is from Full USPTO retrosynthesis dataset with 1.9M reactions from patents (1976-2016). The task is: Predict the reactants needed to synthesize the given product. Given the product [C:3]([O:7][C:8]([N:10]([CH3:27])[C@H:11]1[CH2:15][CH2:14][N:13]([C:16]([O:18][CH2:19][C:20]2[CH:25]=[CH:24][CH:23]=[CH:22][CH:21]=2)=[O:17])[CH2:12]1)=[O:9])([CH3:6])([CH3:4])[CH3:5], predict the reactants needed to synthesize it. The reactants are: [H-].[Na+].[C:3]([O:7][C:8]([NH:10][C@H:11]1[CH2:15][CH2:14][N:13]([C:16]([O:18][CH2:19][C:20]2[CH:25]=[CH:24][CH:23]=[CH:22][CH:21]=2)=[O:17])[CH2:12]1)=[O:9])([CH3:6])([CH3:5])[CH3:4].I[CH3:27].